Dataset: NCI-60 drug combinations with 297,098 pairs across 59 cell lines. Task: Regression. Given two drug SMILES strings and cell line genomic features, predict the synergy score measuring deviation from expected non-interaction effect. (1) Drug 1: CC(C)(C#N)C1=CC(=CC(=C1)CN2C=NC=N2)C(C)(C)C#N. Drug 2: CC1=C(C(=O)C2=C(C1=O)N3CC4C(C3(C2COC(=O)N)OC)N4)N. Cell line: NCI-H522. Synergy scores: CSS=37.1, Synergy_ZIP=-1.34, Synergy_Bliss=2.03, Synergy_Loewe=-5.55, Synergy_HSA=-0.288. (2) Drug 1: CC1=C(C=C(C=C1)NC(=O)C2=CC=C(C=C2)CN3CCN(CC3)C)NC4=NC=CC(=N4)C5=CN=CC=C5. Drug 2: CC(C)(C#N)C1=CC(=CC(=C1)CN2C=NC=N2)C(C)(C)C#N. Cell line: DU-145. Synergy scores: CSS=-4.89, Synergy_ZIP=2.39, Synergy_Bliss=-3.26, Synergy_Loewe=-5.02, Synergy_HSA=-7.65.